This data is from KCNQ2 potassium channel screen with 302,405 compounds. The task is: Binary Classification. Given a drug SMILES string, predict its activity (active/inactive) in a high-throughput screening assay against a specified biological target. The compound is S(CCC(NC(=O)c1ccc(C(C)(C)C)cc1)C(O)=O)C. The result is 0 (inactive).